From a dataset of Forward reaction prediction with 1.9M reactions from USPTO patents (1976-2016). Predict the product of the given reaction. (1) Given the reactants [CH3:1][N:2]1[CH2:7][CH2:6][N:5]([C:8]2([C:11]([O:13]CC)=[O:12])[CH2:10][CH2:9]2)[CH2:4][CH2:3]1.Cl.[Cl:17]CCl, predict the reaction product. The product is: [ClH:17].[CH3:1][N:2]1[CH2:3][CH2:4][N:5]([C:8]2([C:11]([OH:13])=[O:12])[CH2:9][CH2:10]2)[CH2:6][CH2:7]1. (2) Given the reactants [OH:1][C:2]1[CH:12]=[CH:11][C:5]2[O:6][CH2:7][C:8](=[O:10])[NH:9][C:4]=2[CH:3]=1.[CH3:13][C:14]([Si:17](Cl)([CH3:19])[CH3:18])([CH3:16])[CH3:15].N1C=CN=C1, predict the reaction product. The product is: [C:14]([Si:17]([CH3:19])([CH3:18])[O:1][C:2]1[CH:12]=[CH:11][C:5]2[O:6][CH2:7][C:8](=[O:10])[NH:9][C:4]=2[CH:3]=1)([CH3:16])([CH3:15])[CH3:13]. (3) Given the reactants C(OC([N:8]1[CH2:13][CH2:12][CH:11]([CH2:14][NH:15][C:16]2[C:21]([O:22][CH3:23])=[N:20][CH:19]=[CH:18][N:17]=2)[CH2:10][CH2:9]1)=O)(C)(C)C.FC(F)(F)C(O)=O, predict the reaction product. The product is: [CH3:23][O:22][C:21]1[C:16]([NH:15][CH2:14][CH:11]2[CH2:12][CH2:13][NH:8][CH2:9][CH2:10]2)=[N:17][CH:18]=[CH:19][N:20]=1. (4) Given the reactants FC1N=C2C(NC=N2)=C(Cl)N=1.C1(N)CCCCC1.C(N(C(C)C)CC)(C)C.F[C:29]1[N:37]=[C:36]2[C:32]([NH:33][CH:34]=[N:35]2)=[C:31]([NH:38][CH:39]2[CH2:44][CH2:43][CH2:42][CH2:41][CH2:40]2)[N:30]=1.[O:45]1[CH2:50][CH2:49][N:48]([C:51]2[CH:57]=[CH:56][C:54]([NH2:55])=[CH:53][CH:52]=2)[CH2:47][CH2:46]1, predict the reaction product. The product is: [O:45]1[CH2:46][CH2:47][N:48]([C:51]2[CH:57]=[CH:56][C:54]([NH:55][C:29]3[N:37]=[C:36]4[C:32]([NH:33][CH:34]=[N:35]4)=[C:31]([NH:38][CH:39]4[CH2:44][CH2:43][CH2:42][CH2:41][CH2:40]4)[N:30]=3)=[CH:53][CH:52]=2)[CH2:49][CH2:50]1. (5) Given the reactants C1(C(C2C=CC=CC=2)=[N:8][C:9]2[CH:14]=[C:13]([NH:15][C:16]3[N:17]=[CH:18][N:19]([CH3:21])[CH:20]=3)[N:12]=[C:11]([NH:22][C@H:23]([C:25]3[N:30]=[CH:29][C:28]([F:31])=[CH:27][N:26]=3)[CH3:24])[N:10]=2)C=CC=CC=1.Cl, predict the reaction product. The product is: [F:31][C:28]1[CH:27]=[N:26][C:25]([C@@H:23]([NH:22][C:11]2[N:12]=[C:13]([NH:15][C:16]3[N:17]=[CH:18][N:19]([CH3:21])[CH:20]=3)[CH:14]=[C:9]([NH2:8])[N:10]=2)[CH3:24])=[N:30][CH:29]=1. (6) Given the reactants CN1CCNCC1.[CH2:8]([N:15]1[CH2:20][CH2:19][NH:18][CH2:17][CH2:16]1)[C:9]1[CH:14]=[CH:13][CH:12]=[CH:11][CH:10]=1.[CH3:21][O:22][C:23]([C:25]1[CH:34]=[C:33]([O:35][CH2:36][C:37]2[CH:42]=[CH:41][CH:40]=[CH:39][CH:38]=2)[C:32]2[C:27](=[C:28]([N+:44]([O-:46])=[O:45])[CH:29]=[C:30](Br)[CH:31]=2)[N:26]=1)=[O:24].COC(C1C=C(OCC2C=CC=CC=2)C2C(=C([N+]([O-])=O)C=CC=2Br)N=1)=O, predict the reaction product. The product is: [CH3:21][O:22][C:23]([C:25]1[CH:34]=[C:33]([O:35][CH2:36][C:37]2[CH:38]=[CH:39][CH:40]=[CH:41][CH:42]=2)[C:32]2[C:27](=[C:28]([N+:44]([O-:46])=[O:45])[CH:29]=[CH:30][C:31]=2[N:18]2[CH2:19][CH2:20][N:15]([CH2:8][C:9]3[CH:10]=[CH:11][CH:12]=[CH:13][CH:14]=3)[CH2:16][CH2:17]2)[N:26]=1)=[O:24]. (7) Given the reactants [O:1]=[C:2]1[C:7]2=[C:8]([S:11][C:12]3[CH:17]=[CH:16][CH:15]=[CH:14][CH:13]=3)[CH:9]=[CH:10][N:6]2[N:5]=[C:4]([C@@H:18]([NH:20]C(=O)OC(C)(C)C)[CH3:19])[N:3]1[C:28]1[CH:33]=[CH:32][CH:31]=[CH:30][CH:29]=1.FC(F)(F)C(O)=O, predict the reaction product. The product is: [NH2:20][C@H:18]([C:4]1[N:3]([C:28]2[CH:29]=[CH:30][CH:31]=[CH:32][CH:33]=2)[C:2](=[O:1])[C:7]2=[C:8]([S:11][C:12]3[CH:17]=[CH:16][CH:15]=[CH:14][CH:13]=3)[CH:9]=[CH:10][N:6]2[N:5]=1)[CH3:19].